This data is from Reaction yield outcomes from USPTO patents with 853,638 reactions. The task is: Predict the reaction yield, written as a fraction of the theoretical maximum amount of product (1.0 means a 100% yield; for example, 0.34 means a 34% yield). (1) The reactants are [OH:1][C:2]1[C:7]2[CH2:8][O:9][C@:10]3([CH3:22])[C@H:14]([C:6]=2[CH:5]=[CH:4][CH:3]=1)[CH2:13][N:12]([C:15]([O:17][C:18]([CH3:21])([CH3:20])[CH3:19])=[O:16])[CH2:11]3.[H-].[Na+].I[CH2:26][CH:27]1[CH2:29][CH2:28]1. The catalyst is CN(C=O)C. The product is [CH:27]1([CH2:26][O:1][C:2]2[C:7]3[CH2:8][O:9][C@:10]4([CH3:22])[C@H:14]([C:6]=3[CH:5]=[CH:4][CH:3]=2)[CH2:13][N:12]([C:15]([O:17][C:18]([CH3:21])([CH3:20])[CH3:19])=[O:16])[CH2:11]4)[CH2:29][CH2:28]1. The yield is 0.790. (2) The reactants are Br[C:2]1[CH:3]=[CH:4][C:5]([N:8]2[CH2:13][CH2:12][N:11]([C:14]([O:16][C:17]([CH3:20])([CH3:19])[CH3:18])=[O:15])[CH2:10][CH:9]2[C:21]([F:24])([F:23])[F:22])=[N:6][CH:7]=1.C([O-])(=O)C.[K+].[B:30]1([B:30]2[O:34][C:33]([CH3:36])([CH3:35])[C:32]([CH3:38])([CH3:37])[O:31]2)[O:34][C:33]([CH3:36])([CH3:35])[C:32]([CH3:38])([CH3:37])[O:31]1. The catalyst is O1CCOCC1.C1C=CC(/C=C/C(/C=C/C2C=CC=CC=2)=O)=CC=1.C1C=CC(/C=C/C(/C=C/C2C=CC=CC=2)=O)=CC=1.C1C=CC(/C=C/C(/C=C/C2C=CC=CC=2)=O)=CC=1.[Pd].[Pd].C1(P(C2CCCCC2)C2C=CC=CC=2C2C(C(C)C)=CC(C(C)C)=CC=2C(C)C)CCCCC1. The product is [CH3:37][C:32]1([CH3:38])[C:33]([CH3:36])([CH3:35])[O:34][B:30]([C:2]2[CH:3]=[CH:4][C:5]([N:8]3[CH2:13][CH2:12][N:11]([C:14]([O:16][C:17]([CH3:20])([CH3:19])[CH3:18])=[O:15])[CH2:10][CH:9]3[C:21]([F:24])([F:23])[F:22])=[N:6][CH:7]=2)[O:31]1. The yield is 0.874. (3) The reactants are [F:1][C:2]([F:28])([F:27])[C:3]1[CH:4]=[C:5]([NH:13][C:14](=[O:26])[C:15]2[CH:20]=[C:19](I)[CH:18]=[CH:17][C:16]=2[O:22]COC)[CH:6]=[C:7]([C:9]([F:12])([F:11])[F:10])[CH:8]=1.C([Sn](CCCC)(CCCC)[C:34]1[CH:39]=[CH:38][CH:37]=[CH:36][N:35]=1)CCC.O. The catalyst is CN(C)C=O.Cl[Pd](Cl)([P](C1C=CC=CC=1)(C1C=CC=CC=1)C1C=CC=CC=1)[P](C1C=CC=CC=1)(C1C=CC=CC=1)C1C=CC=CC=1. The product is [F:1][C:2]([F:28])([F:27])[C:3]1[CH:4]=[C:5]([NH:13][C:14](=[O:26])[C:15]2[CH:20]=[C:19]([C:34]3[CH:39]=[CH:38][CH:37]=[CH:36][N:35]=3)[CH:18]=[CH:17][C:16]=2[OH:22])[CH:6]=[C:7]([C:9]([F:11])([F:10])[F:12])[CH:8]=1. The yield is 0.208. (4) The reactants are [CH3:1][O:2][C:3]1[CH:4]=[C:5]2[CH:11]=[CH:10][NH:9][C:6]2=[N:7][CH:8]=1.[N+:12]([C:15]1[CH:16]=[C:17]([CH:20]=[CH:21][CH:22]=1)[CH:18]=[O:19])([O-:14])=[O:13].[OH-].[K+]. The catalyst is O1CCOCC1. The product is [CH3:1][O:2][C:3]1[CH:4]=[C:5]2[C:11]([CH:18]([C:17]3[CH:20]=[CH:21][CH:22]=[C:15]([N+:12]([O-:14])=[O:13])[CH:16]=3)[OH:19])=[CH:10][NH:9][C:6]2=[N:7][CH:8]=1. The yield is 0.780.